From a dataset of Skin sensitization/reaction prediction data. Regression/Classification. Given a drug SMILES string, predict its toxicity properties. Task type varies by dataset: regression for continuous values (e.g., LD50, hERG inhibition percentage) or binary classification for toxic/non-toxic outcomes (e.g., AMES mutagenicity, cardiotoxicity, hepatotoxicity). Dataset: skin_reaction. (1) The compound is CCCCBr. The result is 0 (no skin reaction). (2) The compound is CCCN(CCC)c1c([N+](=O)[O-])cc(C(F)(F)F)cc1[N+](=O)[O-]. The result is 1 (causes skin reaction). (3) The drug is CCCCCCCCCCCC1=NC(C)(C)C(=O)O1. The result is 1 (causes skin reaction).